From a dataset of Full USPTO retrosynthesis dataset with 1.9M reactions from patents (1976-2016). Predict the reactants needed to synthesize the given product. (1) The reactants are: C[N:2]([CH3:9])[C:3]1[CH:8]=[CH:7]C=CC=1.[CH3:10][S:11][C:12]1[C:20]2C(=O)[NH:18][C:17](=O)[NH:16][C:15]=2[NH:14][N:13]=1.P(Cl)(Cl)([Cl:25])=O. Given the product [Cl:25][C:17]1[N:16]=[C:15]2[NH:14][N:13]=[C:12]([S:11][CH3:10])[C:20]2=[C:9]([NH:2][CH:3]2[CH2:8][CH2:7]2)[N:18]=1, predict the reactants needed to synthesize it. (2) Given the product [ClH:50].[NH:15]1[CH2:56][CH2:55][CH2:54][C@H:16]1[C:17]([O:19][CH2:20][CH2:21][O:22][C:23]1[CH:24]=[CH:25][C:26]([C:29]2[C:34]([C:35]#[N:36])=[C:33]([S:37][CH2:38][C:39]3[N:40]=[C:41]([C:44]4[CH:45]=[CH:46][C:47]([Cl:50])=[CH:48][CH:49]=4)[S:42][CH:43]=3)[N:32]=[C:31]([NH2:51])[C:30]=2[C:52]#[N:53])=[CH:27][CH:28]=1)=[O:18], predict the reactants needed to synthesize it. The reactants are: FC(F)(F)C(O)=O.FC(F)(F)C(O)=O.[NH:15]1[CH2:56][CH2:55][CH2:54][C@H:16]1[C:17]([O:19][CH2:20][CH2:21][O:22][C:23]1[CH:28]=[CH:27][C:26]([C:29]2[C:34]([C:35]#[N:36])=[C:33]([S:37][CH2:38][C:39]3[N:40]=[C:41]([C:44]4[CH:49]=[CH:48][C:47]([Cl:50])=[CH:46][CH:45]=4)[S:42][CH:43]=3)[N:32]=[C:31]([NH2:51])[C:30]=2[C:52]#[N:53])=[CH:25][CH:24]=1)=[O:18].Cl. (3) Given the product [NH2:8][C:9]1[O:17][C:16]2[C:11](=[N:12][CH:13]=[C:14]([C:18]3[CH:23]=[N:22][CH:21]=[N:20][CH:19]=3)[CH:15]=2)[C:10]=1[C:24]([NH:26][C:27]1[CH:28]=[N:29][CH:30]=[CH:31][C:32]=1[N:33]1[CH2:38][C@H:37]([C:39]([F:40])([F:42])[F:41])[CH2:36][C@H:35]([NH2:43])[CH2:34]1)=[O:25], predict the reactants needed to synthesize it. The reactants are: C(OC([NH:8][C:9]1[O:17][C:16]2[C:11](=[N:12][CH:13]=[C:14]([C:18]3[CH:19]=[N:20][CH:21]=[N:22][CH:23]=3)[CH:15]=2)[C:10]=1[C:24]([NH:26][C:27]1[CH:28]=[N:29][CH:30]=[CH:31][C:32]=1[N:33]1[CH2:38][C@H:37]([C:39]([F:42])([F:41])[F:40])[CH2:36][C@H:35]([NH:43]C(=O)OC(C)(C)C)[CH2:34]1)=[O:25])=O)(C)(C)C.Cl.O1CCOCC1. (4) Given the product [N:11]1([C:14]2[C:22]3[N:21]=[C:20]([N:23]4[CH2:24][CH2:25][N:26]([C:29]5[C:34]([C:35]([F:36])([F:37])[F:38])=[CH:33][CH:32]=[CH:31][N:30]=5)[CH2:27][CH2:28]4)[NH:19][C:18]=3[CH:17]=[C:16]([C:39]([F:42])([F:40])[F:41])[CH:15]=2)[CH2:10][CH2:9][NH:8][CH2:13][CH2:12]1, predict the reactants needed to synthesize it. The reactants are: C(OC([N:8]1[CH2:13][CH2:12][N:11]([C:14]2[C:22]3[N:21]=[C:20]([N:23]4[CH2:28][CH2:27][N:26]([C:29]5[C:34]([C:35]([F:38])([F:37])[F:36])=[CH:33][CH:32]=[CH:31][N:30]=5)[CH2:25][CH2:24]4)[NH:19][C:18]=3[CH:17]=[C:16]([C:39]([F:42])([F:41])[F:40])[CH:15]=2)[CH2:10][CH2:9]1)=O)(C)(C)C.FC(F)(F)C(O)=O.